Dataset: Forward reaction prediction with 1.9M reactions from USPTO patents (1976-2016). Task: Predict the product of the given reaction. (1) Given the reactants CC(C)([O-])C.[Na+].CN([C:10]1[C:15]([C:10]2[C:15](P(C3CCCCC3)C3CCCCC3)=[CH:14][CH:13]=[CH:12][CH:11]=2)=[CH:14][CH:13]=[CH:12][CH:11]=1)C.[NH2:35][C@H:36]1[C:45]2[C:40](=[CH:41][CH:42]=[CH:43][CH:44]=2)[N:39]([C:46](=[O:48])[CH3:47])[C@@H:38]([CH2:49][C:50]([F:53])([F:52])[F:51])[C@@H:37]1[CH3:54].BrC1C=CC=CC=1, predict the reaction product. The product is: [CH3:54][C@@H:37]1[C@@H:36]([NH:35][C:10]2[CH:15]=[CH:14][CH:13]=[CH:12][CH:11]=2)[C:45]2[C:40](=[CH:41][CH:42]=[CH:43][CH:44]=2)[N:39]([C:46](=[O:48])[CH3:47])[C@H:38]1[CH2:49][C:50]([F:53])([F:51])[F:52]. (2) Given the reactants CC(C)([O-])C.[K+].[C:7]([O:15][CH2:16][CH3:17])(=[O:14])[CH2:8][C:9]([O:11][CH2:12][CH3:13])=[O:10].CS(O[C@H:23]1[CH2:28][CH2:27][C@@H:26]([NH:29][C:30]([O:32][C:33]([CH3:36])([CH3:35])[CH3:34])=[O:31])[C@H:25]([C:37]2[CH:42]=[CH:41][C:40]([Cl:43])=[CH:39][CH:38]=2)[CH2:24]1)(=O)=O.C([O-])(O)=O.[Na+], predict the reaction product. The product is: [C:33]([O:32][C:30]([NH:29][C@@H:26]1[CH2:27][CH2:28][C@@H:23]([CH:8]([C:9]([O:11][CH2:12][CH3:13])=[O:10])[C:7]([O:15][CH2:16][CH3:17])=[O:14])[CH2:24][C@H:25]1[C:37]1[CH:42]=[CH:41][C:40]([Cl:43])=[CH:39][CH:38]=1)=[O:31])([CH3:36])([CH3:34])[CH3:35]. (3) Given the reactants N1CCC[C@H]1[C:3]([C@H:5]1[CH2:9][CH2:8][CH2:7][NH:6]1)=O.Cl.[OH-].[Na+], predict the reaction product. The product is: [N:6]1([CH2:3][C@H:5]2[CH2:9][CH2:8][CH2:7][NH:6]2)[CH2:7][CH2:8][CH2:9][CH2:5]1. (4) The product is: [ClH:24].[F:1][C:2]1[C:7]([C:8]2[C:9](=[O:16])[NH:10][C:11](=[O:14])[NH:12][CH:13]=2)=[CH:6][CH:5]=[CH:4][N:3]=1. Given the reactants [F:1][C:2]1[C:7]([C:8]2[C:9]([O:16]C)=[N:10][C:11]([O:14]C)=[N:12][CH:13]=2)=[CH:6][CH:5]=[CH:4][N:3]=1.O1CCOCC1.[ClH:24], predict the reaction product. (5) Given the reactants [CH2:1](O)[CH2:2][CH2:3][CH2:4][CH2:5][CH2:6][CH:7]=[CH:8][CH:9]=[CH:10][CH2:11][CH3:12].C(N(CC)CC)C.S(Cl)([Cl:23])=O.[OH-].[Na+], predict the reaction product. The product is: [Cl:23][CH2:1][CH2:2][CH2:3][CH2:4][CH2:5][CH2:6][CH:7]=[CH:8][CH:9]=[CH:10][CH2:11][CH3:12]. (6) Given the reactants [H-].[Na+].[OH:3][CH2:4][CH2:5][CH2:6][CH:7]1[CH2:12][CH2:11][N:10]([C:13]([O:15][C:16]([CH3:19])([CH3:18])[CH3:17])=[O:14])[CH2:9][CH2:8]1.F[C:21]1[N:26]=[C:25]([CH3:27])[C:24]([S:28]([CH3:31])(=[O:30])=[O:29])=[CH:23][CH:22]=1, predict the reaction product. The product is: [C:16]([O:15][C:13]([N:10]1[CH2:11][CH2:12][CH:7]([CH2:6][CH2:5][CH2:4][O:3][C:21]2[CH:22]=[CH:23][C:24]([S:28]([CH3:31])(=[O:29])=[O:30])=[C:25]([CH3:27])[N:26]=2)[CH2:8][CH2:9]1)=[O:14])([CH3:19])([CH3:18])[CH3:17]. (7) Given the reactants [NH2:1][C:2]1[CH:3]=[CH:4][C:5]([CH2:8][OH:9])=[N:6][CH:7]=1.N1C=CC=CC=1.Cl[C:17]([O:19][C:20]1[CH:25]=[CH:24][CH:23]=[CH:22][CH:21]=1)=[O:18], predict the reaction product. The product is: [OH:9][CH2:8][C:5]1[N:6]=[CH:7][C:2]([NH:1][C:17](=[O:18])[O:19][C:20]2[CH:25]=[CH:24][CH:23]=[CH:22][CH:21]=2)=[CH:3][CH:4]=1. (8) Given the reactants [F:1][C:2]1[CH:7]=[C:6]([F:8])[CH:5]=[CH:4][C:3]=1[CH2:9][CH2:10][C:11]1[CH:16]=[CH:15][C:14]([S:17]([C:20]2[CH:25]=[CH:24][C:23](F)=[CH:22][CH:21]=2)(=[O:19])=[O:18])=[CH:13][CH:12]=1.[C-:27]#[N:28].[Na+], predict the reaction product. The product is: [F:1][C:2]1[CH:7]=[C:6]([F:8])[CH:5]=[CH:4][C:3]=1[CH2:9][CH2:10][C:11]1[CH:12]=[CH:13][C:14]([S:17]([C:20]2[CH:25]=[CH:24][C:23]([C:27]#[N:28])=[CH:22][CH:21]=2)(=[O:18])=[O:19])=[CH:15][CH:16]=1.